From a dataset of Reaction yield outcomes from USPTO patents with 853,638 reactions. Predict the reaction yield, written as a fraction of the theoretical maximum amount of product (1.0 means a 100% yield; for example, 0.34 means a 34% yield). (1) The reactants are [NH:1]1[C:9]2[CH2:8][CH2:7][CH2:6][CH2:5][C:4]=2[C:3](C(O)=O)=[N:2]1.C(=O)(O)[O-].[Na+].[I-:18].[Na+].II. The product is [I:18][C:3]1[C:4]2[CH2:5][CH2:6][CH2:7][CH2:8][C:9]=2[NH:1][N:2]=1. The catalyst is ClC(Cl)C.O.ClCCl. The yield is 0.792. (2) The reactants are [F:1][C:2]1[CH:7]=[CH:6][CH:5]=[C:4]([N+:8]([O-])=O)[C:3]=1[CH2:11][C:12]([OH:14])=O. The catalyst is C(O)(=O)C.[Pd]. The product is [F:1][C:2]1[CH:7]=[CH:6][CH:5]=[C:4]2[C:3]=1[CH2:11][C:12](=[O:14])[NH:8]2. The yield is 0.670.